This data is from Peptide-MHC class I binding affinity with 185,985 pairs from IEDB/IMGT. The task is: Regression. Given a peptide amino acid sequence and an MHC pseudo amino acid sequence, predict their binding affinity value. This is MHC class I binding data. The peptide sequence is QHTRRVSVL. The binding affinity (normalized) is 0.148. The MHC is HLA-A02:01 with pseudo-sequence HLA-A02:01.